From a dataset of Forward reaction prediction with 1.9M reactions from USPTO patents (1976-2016). Predict the product of the given reaction. (1) Given the reactants Cl.[CH2:2]([O:9][C:10]1[CH:11]=[C:12]2[C:16](=[CH:17][CH:18]=1)[NH:15][CH2:14][CH2:13]2)[C:3]1[CH:8]=[CH:7][CH:6]=[CH:5][CH:4]=1.[CH2:19]([O:21][C:22](=[O:37])[CH2:23][CH2:24][N:25]([C:30]([O:32][C:33]([CH3:36])([CH3:35])[CH3:34])=[O:31])[CH2:26][C:27](O)=[O:28])[CH3:20].CCN(C(C)C)C(C)C.C1C=CC2N(O)N=NC=2C=1.CCN=C=NCCCN(C)C.Cl.C(=O)(O)[O-].[Na+], predict the reaction product. The product is: [CH2:19]([O:21][C:22](=[O:37])[CH2:23][CH2:24][N:25]([CH2:26][C:27]([N:15]1[C:16]2[C:12](=[CH:11][C:10]([O:9][CH2:2][C:3]3[CH:4]=[CH:5][CH:6]=[CH:7][CH:8]=3)=[CH:18][CH:17]=2)[CH2:13][CH2:14]1)=[O:28])[C:30]([O:32][C:33]([CH3:35])([CH3:36])[CH3:34])=[O:31])[CH3:20]. (2) Given the reactants [CH3:1][C:2]1([CH3:9])[CH2:7][NH:6][C:5](=[O:8])C[CH2:3]1.S(Cl)(Cl)(=O)=O.[CH:15]([Cl:18])(Cl)[Cl:16], predict the reaction product. The product is: [Cl:16][C:15]1([Cl:18])[CH2:1][C:2]([CH3:9])([CH3:3])[CH2:7][NH:6][C:5]1=[O:8]. (3) Given the reactants S(O)(O)(=O)=O.[NH2:6][C:7]1[CH:12]=[CH:11][C:10]([CH2:13][C:14]([O:16]C)=O)=[CH:9][CH:8]=1.[Cl-].[Na+].[NH3:20], predict the reaction product. The product is: [NH2:6][C:7]1[CH:12]=[CH:11][C:10]([CH2:13][C:14]([NH2:20])=[O:16])=[CH:9][CH:8]=1. (4) Given the reactants [SH:1][CH2:2][CH2:3][CH2:4][CH2:5][CH2:6][CH2:7][OH:8].Cl[CH2:10][C:11]([C:13]1[CH:22]=[CH:21][C:16]2[NH:17][C:18](=[O:20])[NH:19][C:15]=2[CH:14]=1)=[O:12].C(=O)([O-])[O-].[K+].[K+], predict the reaction product. The product is: [OH:8][CH2:7][CH2:6][CH2:5][CH2:4][CH2:3][CH2:2][S:1][CH2:10][C:11]([C:13]1[CH:22]=[CH:21][C:16]2[NH:17][C:18](=[O:20])[NH:19][C:15]=2[CH:14]=1)=[O:12]. (5) Given the reactants [H-].[Na+].[I:3][C:4]1[CH:9]=[C:8]([C:10]2([C:16]3[CH:21]=[CH:20][CH:19]=[CH:18][CH:17]=3)[CH2:15][CH2:14][CH2:13][CH2:12][CH2:11]2)[CH:7]=[CH:6][C:5]=1[OH:22].[CH3:23]I, predict the reaction product. The product is: [I:3][C:4]1[CH:9]=[C:8]([C:10]2([C:16]3[CH:17]=[CH:18][CH:19]=[CH:20][CH:21]=3)[CH2:11][CH2:12][CH2:13][CH2:14][CH2:15]2)[CH:7]=[CH:6][C:5]=1[O:22][CH3:23]. (6) The product is: [F:19][C:20]1[CH:25]=[CH:24][C:23]([O:26][CH3:27])=[CH:22][C:21]=1[C:28]1[CH:33]=[CH:32][C:31]([O:1][CH2:2][C:3]2[CH:4]=[C:5]([CH:9]([C:16]#[C:17][CH3:18])[CH2:10][C:11]([O:13][CH2:14][CH3:15])=[O:12])[CH:6]=[CH:7][CH:8]=2)=[CH:30][C:29]=1[CH2:35][C:36]([CH3:39])([CH3:38])[CH3:37]. Given the reactants [OH:1][CH2:2][C:3]1[CH:4]=[C:5]([CH:9]([C:16]#[C:17][CH3:18])[CH2:10][C:11]([O:13][CH2:14][CH3:15])=[O:12])[CH:6]=[CH:7][CH:8]=1.[F:19][C:20]1[CH:25]=[CH:24][C:23]([O:26][CH3:27])=[CH:22][C:21]=1[C:28]1[CH:33]=[CH:32][C:31](O)=[CH:30][C:29]=1[CH2:35][C:36]([CH3:39])([CH3:38])[CH3:37].N(C(N1CCCCC1)=O)=NC(N1CCCCC1)=O.C(P(CCCC)CCCC)CCC, predict the reaction product. (7) Given the reactants C([C:3]1[CH:8]=[CH:7][C:6](N=C2SCC3(CCCC3)N2C2CCCC2)=[C:5]([CH2:24][CH3:25])[CH:4]=1)=O.[C:26](#N)C, predict the reaction product. The product is: [CH3:26][CH2:4][CH2:3][CH2:8][CH2:7][CH2:6][CH2:5][CH2:24][CH3:25]. (8) Given the reactants [F:1][C:2]([F:24])([F:23])[C:3]1[CH:4]=[C:5]([C:13]2[C:14]3[N:15]([N:19]=[C:20]([NH2:22])[N:21]=3)[CH:16]=[CH:17][CH:18]=2)[CH:6]=[C:7]([C:9]([F:12])([F:11])[F:10])[CH:8]=1.ClC(Cl)(Cl)C(Cl)(Cl)Cl.C(N(CC)CC)C.CP(C)C.[F:44][CH:45]1[C:50](=O)[CH2:49][CH2:48][N:47]([C:52]([O:54][C:55]([CH3:58])([CH3:57])[CH3:56])=[O:53])[CH2:46]1.[B][B][B][B][B][B][B][B][B][B].C([O-])(O)=O.[Na+], predict the reaction product. The product is: [C:55]([O:54][C:52]([N:47]1[CH2:48][CH2:49][CH:50]([NH:22][C:20]2[N:21]=[C:14]3[C:13]([C:5]4[CH:6]=[C:7]([C:9]([F:10])([F:12])[F:11])[CH:8]=[C:3]([C:2]([F:1])([F:23])[F:24])[CH:4]=4)=[CH:18][CH:17]=[CH:16][N:15]3[N:19]=2)[CH:45]([F:44])[CH2:46]1)=[O:53])([CH3:58])([CH3:56])[CH3:57]. (9) Given the reactants [OH:1][N:2]=[C:3]([C:5]1[CH:10]=[CH:9][C:8]([C:11]2([C:18]3[CH:23]=[CH:22][C:21]([O:24][CH2:25][C:26]4[CH:31]=[CH:30][CH:29]=[CH:28][N:27]=4)=[CH:20][CH:19]=3)[CH2:16][CH:15]3[CH2:17][CH:12]2[CH2:13][CH2:14]3)=[CH:7][CH:6]=1)[NH2:4].[C:32]([O:35][CH2:36][C:37](O)=O)(=[O:34])[CH3:33].C(Cl)CCl.C1C=CC2N(O)N=NC=2C=1, predict the reaction product. The product is: [C:32]([O:35][CH2:36][C:37]1[O:1][N:2]=[C:3]([C:5]2[CH:10]=[CH:9][C:8]([C:11]3([C:18]4[CH:23]=[CH:22][C:21]([O:24][CH2:25][C:26]5[CH:31]=[CH:30][CH:29]=[CH:28][N:27]=5)=[CH:20][CH:19]=4)[CH2:16][CH:15]4[CH2:17][CH:12]3[CH2:13][CH2:14]4)=[CH:7][CH:6]=2)[N:4]=1)(=[O:34])[CH3:33].